Dataset: Forward reaction prediction with 1.9M reactions from USPTO patents (1976-2016). Task: Predict the product of the given reaction. (1) The product is: [Cl:1][C:2]1[CH:3]=[CH:4][C:5]([CH:8]([C:15]2[C:23]3[C:18](=[C:19]([CH2:25][S:26][CH3:27])[C:20]([F:24])=[CH:21][CH:22]=3)[NH:17][CH:16]=2)[CH2:9][CH2:10][OH:11])=[CH:6][CH:7]=1. Given the reactants [Cl:1][C:2]1[CH:7]=[CH:6][C:5]([CH:8]([C:15]2[C:23]3[C:18](=[C:19]([CH2:25][S:26][CH3:27])[C:20]([F:24])=[CH:21][CH:22]=3)[NH:17][CH:16]=2)[CH2:9][C:10](OCC)=[O:11])=[CH:4][CH:3]=1.[H-].[Al+3].[Li+].[H-].[H-].[H-].C(#N)C.O, predict the reaction product. (2) Given the reactants [Mn]([O-])(=O)(=O)=[O:2].[K+].[CH:7]([C:9]1[CH:10]=[CH:11][C:12]2[O:16][CH:15]=[C:14]([CH2:17][CH2:18][NH:19][C:20](=[O:22])[CH3:21])[C:13]=2[CH:23]=1)=[O:8], predict the reaction product. The product is: [C:20]([NH:19][CH2:18][CH2:17][C:14]1[C:13]2[CH:23]=[C:9]([C:7]([OH:2])=[O:8])[CH:10]=[CH:11][C:12]=2[O:16][CH:15]=1)(=[O:22])[CH3:21]. (3) Given the reactants [Cl:1][C:2]1[CH:7]=[C:6]([O:8][C:9]([F:12])([F:11])[F:10])[CH:5]=[C:4]([Cl:13])[C:3]=1[NH:14][C:15]([NH:17][C:18]1[S:19][C:20]([C:30]2[CH:35]=[CH:34][C:33]([O:36][C:37]([F:40])([F:39])[F:38])=[CH:32][CH:31]=2)=[CH:21][C:22]=1[C:23]([O:25]C(C)(C)C)=[O:24])=[O:16].C(O)(C(F)(F)F)=O, predict the reaction product. The product is: [Cl:1][C:2]1[CH:7]=[C:6]([O:8][C:9]([F:10])([F:11])[F:12])[CH:5]=[C:4]([Cl:13])[C:3]=1[NH:14][C:15]([NH:17][C:18]1[S:19][C:20]([C:30]2[CH:35]=[CH:34][C:33]([O:36][C:37]([F:40])([F:38])[F:39])=[CH:32][CH:31]=2)=[CH:21][C:22]=1[C:23]([OH:25])=[O:24])=[O:16]. (4) Given the reactants [C:1]([C:3]1[CH:38]=[CH:37][C:6]([CH2:7][C@@:8]2([CH3:36])[N:12]3[C:13]([C:16]([NH:18][C@@H:19]([CH2:23][C:24]([NH2:26])=[O:25])[C:20]([OH:22])=O)=[O:17])=[CH:14][N:15]=[C:11]3[N:10]([C:27]3[CH:32]=[C:31]([Cl:33])[CH:30]=[C:29]([Cl:34])[CH:28]=3)[C:9]2=[O:35])=[CH:5][CH:4]=1)#[N:2].Cl.[F:40][C:41]1([F:45])[CH2:44][NH:43][CH2:42]1.C1C=NC2N(O)N=NC=2C=1.CN(C(ON1N=NC2C=CC=NC1=2)=[N+](C)C)C.F[P-](F)(F)(F)(F)F.C(N(C(C)C)CC)(C)C, predict the reaction product. The product is: [C:24]([CH2:23][C@H:19]([NH:18][C:16]([C:13]1[N:12]2[C@@:8]([CH2:7][C:6]3[CH:37]=[CH:38][C:3]([C:1]#[N:2])=[CH:4][CH:5]=3)([CH3:36])[C:9](=[O:35])[N:10]([C:27]3[CH:32]=[C:31]([Cl:33])[CH:30]=[C:29]([Cl:34])[CH:28]=3)[C:11]2=[N:15][CH:14]=1)=[O:17])[C:20]([N:43]1[CH2:44][C:41]([F:45])([F:40])[CH2:42]1)=[O:22])(=[O:25])[NH2:26]. (5) Given the reactants [Fe:1].[S:2](=[O:6])(=[O:5])([OH:4])[OH:3], predict the reaction product. The product is: [OH2:3].[OH2:3].[OH2:3].[OH2:3].[OH2:3].[OH2:3].[OH2:3].[S:2]([O-:6])([O-:5])(=[O:4])=[O:3].[Fe+2:1]. (6) Given the reactants Cl[C:2]1[C:11]2[C:6](=[CH:7][C:8]([CH3:12])=[CH:9][CH:10]=2)[N:5]=[C:4]([C:13]2[CH:18]=[CH:17][CH:16]=[CH:15][C:14]=2[O:19]C)[N:3]=1.COC1C=CC=CC=1C1N=[C:37]([NH:39][CH2:40][C:41]2[O:42][C:43]([CH3:46])=[N:44][N:45]=2)C2C(=CC(C)=CC=2)N=1.C(O)(=O)C(O)=O.CC1OC(CN)=NN=1.C(N(CC)CC)C, predict the reaction product. The product is: [CH3:12][C:8]1[CH:7]=[C:6]2[C:11]([C:2]([N:39]([CH3:37])[CH2:40][C:41]3[O:42][C:43]([CH3:46])=[N:44][N:45]=3)=[N:3][C:4]([C:13]3[CH:18]=[CH:17][CH:16]=[CH:15][C:14]=3[OH:19])=[N:5]2)=[CH:10][CH:9]=1. (7) Given the reactants [F:1][C:2]1[CH:7]=[CH:6][C:5]([CH2:8][C:9]#[N:10])=[CH:4][C:3]=1[O:11][CH3:12].[O-]CC.[Na+].[CH:17](=O)[C:18]1[CH:23]=[CH:22][CH:21]=[CH:20][CH:19]=1, predict the reaction product. The product is: [F:1][C:2]1[CH:7]=[CH:6][C:5]([C:8](=[CH:17][C:18]2[CH:23]=[CH:22][CH:21]=[CH:20][CH:19]=2)[C:9]#[N:10])=[CH:4][C:3]=1[O:11][CH3:12]. (8) Given the reactants [Cl:1][C:2]1[N:7]=[C:6]([NH:8][C:9]2[CH:13]=[C:12]([CH:14]3[CH2:16][CH2:15]3)[NH:11][N:10]=2)[C:5]([CH2:17][OH:18])=[CH:4][N:3]=1.N1C=CN=C1.[CH3:24][C:25]([Si:28](Cl)([CH3:30])[CH3:29])([CH3:27])[CH3:26].O, predict the reaction product. The product is: [Si:28]([O:18][CH2:17][C:5]1[C:6]([NH:8][C:9]2[CH:13]=[C:12]([CH:14]3[CH2:15][CH2:16]3)[NH:11][N:10]=2)=[N:7][C:2]([Cl:1])=[N:3][CH:4]=1)([C:25]([CH3:27])([CH3:26])[CH3:24])([CH3:30])[CH3:29].